This data is from Forward reaction prediction with 1.9M reactions from USPTO patents (1976-2016). The task is: Predict the product of the given reaction. (1) Given the reactants C([O-])(=O)C.[Bi+3:5].C([O-])(=O)C.C([O-])(=O)C.[CH2:14]([SH:26])[CH2:15][CH2:16][CH2:17][CH2:18][CH2:19][CH2:20][CH2:21][CH2:22][CH2:23][CH2:24][CH3:25], predict the reaction product. The product is: [CH2:14]([S-:26])[CH2:15][CH2:16][CH2:17][CH2:18][CH2:19][CH2:20][CH2:21][CH2:22][CH2:23][CH2:24][CH3:25].[Bi+3:5].[CH2:14]([S-:26])[CH2:15][CH2:16][CH2:17][CH2:18][CH2:19][CH2:20][CH2:21][CH2:22][CH2:23][CH2:24][CH3:25].[CH2:14]([S-:26])[CH2:15][CH2:16][CH2:17][CH2:18][CH2:19][CH2:20][CH2:21][CH2:22][CH2:23][CH2:24][CH3:25]. (2) Given the reactants [Cl:1][C:2]1[CH:16]=[CH:15][C:5]([O:6][C:7]2[CH:14]=[CH:13][CH:12]=[CH:11][C:8]=2[C:9]#[N:10])=[CH:4][CH:3]=1.[H-].[H-].[H-].[H-].[Li+].[Al+3], predict the reaction product. The product is: [Cl:1][C:2]1[CH:16]=[CH:15][C:5]([O:6][C:7]2[CH:14]=[CH:13][CH:12]=[CH:11][C:8]=2[CH2:9][NH2:10])=[CH:4][CH:3]=1. (3) Given the reactants [NH2:1][C:2]1[CH:7]=[CH:6][CH:5]=[CH:4][C:3]=1[C:8]1[NH:9][C:10]2[C:15]([CH:16]=1)=[CH:14][CH:13]=[CH:12][CH:11]=2.[CH3:17][O:18][C:19]1[CH:24]=[CH:23][CH:22]=[CH:21][C:20]=1[CH2:25][CH2:26][C:27](O)=[O:28], predict the reaction product. The product is: [NH:9]1[C:10]2[C:15](=[CH:14][CH:13]=[CH:12][CH:11]=2)[CH:16]=[C:8]1[C:3]1[CH:4]=[CH:5][CH:6]=[CH:7][C:2]=1[NH:1][C:27](=[O:28])[CH2:26][CH2:25][C:20]1[CH:21]=[CH:22][CH:23]=[CH:24][C:19]=1[O:18][CH3:17]. (4) Given the reactants [CH:1]([O:4][C:5](=[S:19])[NH:6][C:7]1[CH:12]=[C:11](F)[CH:10]=[C:9](OC(C)(C)C)[CH:8]=1)([CH3:3])[CH3:2].[C:20]([Li])([CH3:23])([CH3:22])[CH3:21].[CH3:25]N(C)[CH:27]=[O:28].[O:30]1[CH2:34][CH2:33][CH2:32][CH2:31]1, predict the reaction product. The product is: [C:20]([O:30][SH:19]1[C:12]2[C:11]([CH:27]=[O:28])=[CH:10][CH:9]=[CH:8][C:7]=2[N:6]=[C:5]1[O:4][CH:1]([CH3:2])[CH3:3])([CH3:23])([CH3:22])[CH3:21].[C:31]([O:30][CH2:34][CH3:33])(=[O:4])[CH3:32].[CH3:7][CH2:12][CH2:11][CH:10]([CH3:9])[CH3:25]. (5) Given the reactants [Cl:1][C:2]1[CH:10]=[CH:9][C:8]2[NH:7][C:6]3[CH2:11][CH2:12][N:13]([CH3:15])[CH2:14][C:5]=3[C:4]=2[CH:3]=1.[C:16](#[N:19])[CH:17]=[CH2:18].O, predict the reaction product. The product is: [Cl:1][C:2]1[CH:10]=[CH:9][C:8]2[N:7]([CH2:18][CH2:17][C:16]#[N:19])[C:6]3[CH2:11][CH2:12][N:13]([CH3:15])[CH2:14][C:5]=3[C:4]=2[CH:3]=1. (6) Given the reactants [OH:1][CH2:2][CH2:3][N:4]1[CH2:9][CH:8]=[C:7]([C:10]2[C:18]3[C:13](=[CH:14][CH:15]=[C:16]([NH:19][C:20]([C:22]4[S:23][CH:24]=[CH:25][CH:26]=4)=[NH:21])[CH:17]=3)[NH:12][CH:11]=2)[CH2:6][CH2:5]1.[ClH:27], predict the reaction product. The product is: [ClH:27].[ClH:27].[OH:1][CH2:2][CH2:3][N:4]1[CH2:5][CH:6]=[C:7]([C:10]2[C:18]3[C:13](=[CH:14][CH:15]=[C:16]([NH:19][C:20]([C:22]4[S:23][CH:24]=[CH:25][CH:26]=4)=[NH:21])[CH:17]=3)[NH:12][CH:11]=2)[CH2:8][CH2:9]1. (7) Given the reactants [CH2:1]([C:8]1[CH:9]=[N:10][CH:11]=[CH:12][CH:13]=1)[C:2]1[CH:3]=[N:4][CH:5]=[CH:6][CH:7]=1.C([N-]C(C)C)(C)C.[Li+].[Cl:22][C:23]1[CH:24]=[C:25]([C:30]2[N:37]=[CH:36][CH:35]=[CH:34][C:31]=2[CH:32]=[O:33])[CH:26]=[C:27]([Cl:29])[CH:28]=1, predict the reaction product. The product is: [Cl:22][C:23]1[CH:24]=[C:25]([C:30]2[C:31]([CH:32]([OH:33])[CH:1]([C:8]3[CH:9]=[N:10][CH:11]=[CH:12][CH:13]=3)[C:2]3[CH:3]=[N:4][CH:5]=[CH:6][CH:7]=3)=[CH:34][CH:35]=[CH:36][N:37]=2)[CH:26]=[C:27]([Cl:29])[CH:28]=1. (8) Given the reactants [F:1][C:2]1[CH:3]=[C:4]([CH:10]=[CH:11][C:12]=1[CH3:13])[CH:5]=[CH:6]C(O)=O.C([N:16]([CH2:19]C)CC)C.ClC(OCC)=[O:23].[N-]=[N+]=[N-].[Na+], predict the reaction product. The product is: [F:1][C:2]1[CH:3]=[C:4]2[C:10](=[CH:11][C:12]=1[CH3:13])[C:19](=[O:23])[NH:16][CH:6]=[CH:5]2.